This data is from Forward reaction prediction with 1.9M reactions from USPTO patents (1976-2016). The task is: Predict the product of the given reaction. (1) Given the reactants [NH:1]1[C:9]2[C:4](=[CH:5][CH:6]=[CH:7][CH:8]=2)[C:3]2([CH2:13][O:12][C:11]3[CH:14]=[C:15]4[C:19](=[CH:20][C:10]2=3)[CH2:18][CH2:17][O:16]4)[C:2]1=[O:21].CC1C2C=C3C4(C5C(=CC=CC=5)NC4=O)COC3=CC=2ON=1.Cl[CH2:45][C:46]1[CH:51]=[N:50][CH:49]=[CH:48][N:47]=1.BrCC1OC(C(F)(F)F)=CC=1, predict the reaction product. The product is: [N:47]1[CH:48]=[CH:49][N:50]=[CH:51][C:46]=1[CH2:45][N:1]1[C:9]2[C:4](=[CH:5][CH:6]=[CH:7][CH:8]=2)[C:3]2([CH2:13][O:12][C:11]3[CH:14]=[C:15]4[C:19](=[CH:20][C:10]2=3)[CH2:18][CH2:17][O:16]4)[C:2]1=[O:21]. (2) Given the reactants [NH2:1][C:2]1[CH:6]=[C:5]([C:7]2[C:8]([CH3:12])=[N:9][NH:10][CH:11]=2)[S:4][C:3]=1[C:13]([NH2:15])=[O:14].O=[C:17]1[CH2:22][CH2:21][CH:20]([NH:23][C:24](=[O:33])[O:25][CH2:26][C:27]2[CH:32]=[CH:31][CH:30]=[CH:29][CH:28]=2)[CH2:19][CH2:18]1.[O-]S([O-])(=O)=O.[Mg+2].CC1(C)C2(CS(O)(=O)=O)C(CC1CC2)=O.C([O-])(O)=O.[Na+], predict the reaction product. The product is: [CH3:12][C:8]1[NH:9][N:10]=[CH:11][C:7]=1[C:5]1[S:4][C:3]2[C:13](=[O:14])[NH:15][C:17]3([CH2:18][CH2:19][CH:20]([NH:23][C:24](=[O:33])[O:25][CH2:26][C:27]4[CH:32]=[CH:31][CH:30]=[CH:29][CH:28]=4)[CH2:21][CH2:22]3)[NH:1][C:2]=2[CH:6]=1.